Dataset: Reaction yield outcomes from USPTO patents with 853,638 reactions. Task: Predict the reaction yield, written as a fraction of the theoretical maximum amount of product (1.0 means a 100% yield; for example, 0.34 means a 34% yield). (1) The reactants are [Br:1][C:2]1[CH:6]=[N:5][N:4]([CH3:7])[C:3]=1[C:8]1[CH:9]=[C:10]([NH2:16])[CH:11]=[CH:12][C:13]=1[O:14][CH3:15].[C:17]([N:25]=[C:26]=[O:27])(=[O:24])[C:18]1[CH:23]=[CH:22][CH:21]=[CH:20][CH:19]=1. The catalyst is C(Cl)Cl. The product is [C:17]([NH:25][C:26]([NH:16][C:10]1[CH:11]=[CH:12][C:13]([O:14][CH3:15])=[C:8]([C:3]2[N:4]([CH3:7])[N:5]=[CH:6][C:2]=2[Br:1])[CH:9]=1)=[O:27])(=[O:24])[C:18]1[CH:23]=[CH:22][CH:21]=[CH:20][CH:19]=1. The yield is 0.720. (2) The reactants are [C:1]([C:3]1[CH:23]=[CH:22][C:6]([NH:7][C:8]2[C:9]([C:15]([NH:17][CH2:18][CH2:19][CH2:20][OH:21])=[O:16])=[CH:10][NH:11][C:12](=[O:14])[CH:13]=2)=[C:5]([F:24])[CH:4]=1)#[CH:2]. The catalyst is CO.C1COCC1.[Pd]. The product is [CH2:1]([C:3]1[CH:23]=[CH:22][C:6]([NH:7][C:8]2[C:9]([C:15]([NH:17][CH2:18][CH2:19][CH2:20][OH:21])=[O:16])=[CH:10][NH:11][C:12](=[O:14])[CH:13]=2)=[C:5]([F:24])[CH:4]=1)[CH3:2]. The yield is 0.910. (3) The reactants are [CH3:1][O:2][C:3](=[O:23])[NH:4][CH:5]([C:9]([N:11]1[CH2:15][CH2:14][CH2:13][CH:12]1[C:16]1[NH:17][C:18]([C:21]#[CH:22])=[CH:19][N:20]=1)=[O:10])[CH:6]([CH3:8])[CH3:7].[CH3:24][O:25][C:26](=[O:51])[NH:27][CH:28]([C:32]([N:34]1[CH2:38][CH2:37][CH2:36][CH:35]1[C:39]1[NH:40][C:41]([C:44]2[CH:49]=[CH:48][C:47](Br)=[CH:46][CH:45]=2)=[CH:42][N:43]=1)=[O:33])[CH:29]([CH3:31])[CH3:30].C(N(CC)CC)C.O. The catalyst is CN(C=O)C.C1C=CC([P]([Pd]([P](C2C=CC=CC=2)(C2C=CC=CC=2)C2C=CC=CC=2)([P](C2C=CC=CC=2)(C2C=CC=CC=2)C2C=CC=CC=2)[P](C2C=CC=CC=2)(C2C=CC=CC=2)C2C=CC=CC=2)(C2C=CC=CC=2)C2C=CC=CC=2)=CC=1.[Cu]I. The product is [CH3:1][O:2][C:3](=[O:23])[NH:4][CH:5]([C:9]([N:11]1[CH2:15][CH2:14][CH2:13][CH:12]1[C:16]1[NH:17][C:18]([C:21]#[C:22][C:47]2[CH:48]=[CH:49][C:44]([C:41]3[NH:40][C:39]([CH:35]4[CH2:36][CH2:37][CH2:38][N:34]4[C:32](=[O:33])[CH:28]([NH:27][C:26]([O:25][CH3:24])=[O:51])[CH:29]([CH3:31])[CH3:30])=[N:43][CH:42]=3)=[CH:45][CH:46]=2)=[CH:19][N:20]=1)=[O:10])[CH:6]([CH3:8])[CH3:7]. The yield is 0.240. (4) The reactants are [NH:1]1[CH2:6][CH2:5][O:4][CH2:3][CH2:2]1.[Br:7][CH2:8][CH2:9][CH2:10]Cl. The catalyst is C1(C)C=CC=CC=1. The product is [Br:7][CH2:8][CH2:9][CH2:10][N:1]1[CH2:6][CH2:5][O:4][CH2:3][CH2:2]1. The yield is 0.800. (5) The yield is 0.550. The product is [CH:34]1([O:39][C:40](=[O:54])[C@@H:41]([NH:46][C:47]([O:49][C:50]([CH3:53])([CH3:52])[CH3:51])=[O:48])[CH2:42][CH2:43][CH2:44][Br:1])[CH2:38][CH2:37][CH2:36][CH2:35]1. The catalyst is C(Cl)Cl. The reactants are [Br:1]N1C(=O)CCC1=O.C1(P(C2C=CC=CC=2)C2C=CC=CC=2)C=CC=CC=1.N1C=CC=CC=1.[CH:34]1([O:39][C:40](=[O:54])[C@@H:41]([NH:46][C:47]([O:49][C:50]([CH3:53])([CH3:52])[CH3:51])=[O:48])[CH2:42][CH2:43][CH2:44]O)[CH2:38][CH2:37][CH2:36][CH2:35]1.